From a dataset of NCI-60 drug combinations with 297,098 pairs across 59 cell lines. Regression. Given two drug SMILES strings and cell line genomic features, predict the synergy score measuring deviation from expected non-interaction effect. (1) Drug 1: CCN(CC)CCNC(=O)C1=C(NC(=C1C)C=C2C3=C(C=CC(=C3)F)NC2=O)C. Drug 2: CCC1(CC2CC(C3=C(CCN(C2)C1)C4=CC=CC=C4N3)(C5=C(C=C6C(=C5)C78CCN9C7C(C=CC9)(C(C(C8N6C)(C(=O)OC)O)OC(=O)C)CC)OC)C(=O)OC)O.OS(=O)(=O)O. Cell line: HCC-2998. Synergy scores: CSS=6.45, Synergy_ZIP=12.3, Synergy_Bliss=15.4, Synergy_Loewe=7.56, Synergy_HSA=5.40. (2) Drug 1: C1CC(=O)NC(=O)C1N2CC3=C(C2=O)C=CC=C3N. Drug 2: CC1=C(C(CCC1)(C)C)C=CC(=CC=CC(=CC(=O)O)C)C. Cell line: HL-60(TB). Synergy scores: CSS=2.85, Synergy_ZIP=-17.3, Synergy_Bliss=-35.5, Synergy_Loewe=-37.0, Synergy_HSA=-28.3. (3) Drug 1: COC1=CC(=CC(=C1O)OC)C2C3C(COC3=O)C(C4=CC5=C(C=C24)OCO5)OC6C(C(C7C(O6)COC(O7)C8=CC=CS8)O)O. Drug 2: C(CCl)NC(=O)N(CCCl)N=O. Cell line: SNB-75. Synergy scores: CSS=17.7, Synergy_ZIP=-6.54, Synergy_Bliss=2.32, Synergy_Loewe=-8.21, Synergy_HSA=1.09. (4) Drug 1: C1C(C(OC1N2C=NC3=C(N=C(N=C32)Cl)N)CO)O. Drug 2: C1CC(C1)(C(=O)O)C(=O)O.[NH2-].[NH2-].[Pt+2]. Cell line: HL-60(TB). Synergy scores: CSS=96.0, Synergy_ZIP=2.95, Synergy_Bliss=4.39, Synergy_Loewe=1.89, Synergy_HSA=3.34.